Dataset: Full USPTO retrosynthesis dataset with 1.9M reactions from patents (1976-2016). Task: Predict the reactants needed to synthesize the given product. (1) Given the product [NH2:1][C:2]1[C:7]([F:8])=[C:6]([C:18]2[CH:19]=[CH:20][C:15]([Cl:14])=[C:16]([F:24])[CH:17]=2)[N:5]=[C:4]([C:10]([O:12][CH3:13])=[O:11])[CH:3]=1, predict the reactants needed to synthesize it. The reactants are: [NH2:1][C:2]1[C:7]([F:8])=[C:6](Cl)[N:5]=[C:4]([C:10]([O:12][CH3:13])=[O:11])[CH:3]=1.[Cl:14][C:15]1[CH:20]=[CH:19][C:18](B(O)O)=[CH:17][C:16]=1[F:24].[F-].[Cs+]. (2) Given the product [CH3:1][O:2][C:3](=[O:13])[C:4]1[C:5]([I:12])=[CH:6][C:7]([F:11])=[CH:8][C:9]=1[CH2:10][Br:14], predict the reactants needed to synthesize it. The reactants are: [CH3:1][O:2][C:3](=[O:13])[C:4]1[C:9]([CH3:10])=[CH:8][C:7]([F:11])=[CH:6][C:5]=1[I:12].[Br:14]NC(=O)CCC(N)=O.C(OOC(=O)C1C=CC=CC=1)(=O)C1C=CC=CC=1.